From a dataset of Catalyst prediction with 721,799 reactions and 888 catalyst types from USPTO. Predict which catalyst facilitates the given reaction. (1) The catalyst class is: 886. Reactant: [CH3:1][O:2]/[C:3](=[CH:7]\[C:8]1[CH:9]=[C:10]2[C:14](=[CH:15][CH:16]=1)[N:13]([CH2:17][CH2:18][C:19]1[N:20]=[C:21]([C:25]3[CH:30]=[CH:29][CH:28]=[CH:27][CH:26]=3)[O:22][C:23]=1[CH3:24])[CH:12]=[CH:11]2)/[C:4]([OH:6])=[O:5].[H][H]. Product: [CH3:1][O:2][CH:3]([CH2:7][C:8]1[CH:9]=[C:10]2[C:14](=[CH:15][CH:16]=1)[N:13]([CH2:17][CH2:18][C:19]1[N:20]=[C:21]([C:25]3[CH:30]=[CH:29][CH:28]=[CH:27][CH:26]=3)[O:22][C:23]=1[CH3:24])[CH:12]=[CH:11]2)[C:4]([OH:6])=[O:5]. (2) Reactant: [C:1]([C:4]1[C:9]2[NH:10][C:11]3[C:16]([C:8]=2[C:7]([C:22]2[C:23]([CH3:40])=[C:24]([NH:28][CH2:29][C:30]4[CH:38]=[CH:37][C:36]([Cl:39])=[CH:35][C:31]=4[C:32]([OH:34])=O)[CH:25]=[CH:26][CH:27]=2)=[CH:6][N:5]=1)=[CH:15][CH:14]=[C:13]([O:17][CH2:18][CH2:19][O:20][CH3:21])[CH:12]=3)(=[O:3])[NH2:2].C(O)(C(F)(F)F)=O.C(NC(C)C)(C)C.F[P-](F)(F)(F)(F)F.N1(O[P+](N(C)C)(N(C)C)N(C)C)C2C=CC=CC=2N=N1.CN1CCOCC1. Product: [Cl:39][C:36]1[CH:35]=[C:31]2[C:30]([CH2:29][N:28]([C:24]3[C:23]([CH3:40])=[C:22]([C:7]4[C:8]5[C:16]6[C:11](=[CH:12][C:13]([O:17][CH2:18][CH2:19][O:20][CH3:21])=[CH:14][CH:15]=6)[NH:10][C:9]=5[C:4]([C:1]([NH2:2])=[O:3])=[N:5][CH:6]=4)[CH:27]=[CH:26][CH:25]=3)[C:32]2=[O:34])=[CH:38][CH:37]=1. The catalyst class is: 39.